From a dataset of Forward reaction prediction with 1.9M reactions from USPTO patents (1976-2016). Predict the product of the given reaction. (1) Given the reactants [CH3:1][N:2]1[CH2:15][CH2:14][C:5]2[NH:6][C:7]3[CH:8]=[CH:9][C:10]([CH3:13])=[CH:11][C:12]=3[C:4]=2[CH:3]1[CH2:16][OH:17].CN1C(CO)CC2NC3C=CC(C)=CC=3C=2C1.[H-].[Na+].[CH3:37][C:38]1([C:41]2[CH:42]=[N:43][CH:44]=[CH:45][CH:46]=2)[CH2:40][O:39]1, predict the reaction product. The product is: [OH:17][CH2:16][CH:3]1[C:4]2[C:12]3[CH:11]=[C:10]([CH3:13])[CH:9]=[CH:8][C:7]=3[N:6]([CH2:37][C:38]([C:41]3[CH:42]=[N:43][CH:44]=[CH:45][CH:46]=3)([OH:39])[CH3:40])[C:5]=2[CH2:14][CH2:15][N:2]1[CH3:1]. (2) The product is: [CH3:22][C:11]1([CH3:23])[CH2:10]/[C:9](=[N:1]\[C:2]2[CH:7]=[CH:6][CH:5]=[CH:4][CH:3]=2)/[C:14]2[S:15][CH2:16][CH:17]([C:19]([O:21][CH2:24][CH3:25])=[O:20])[NH:18][C:13]=2[CH2:12]1. Given the reactants [NH2:1][C:2]1[CH:7]=[CH:6][CH:5]=[CH:4][CH:3]=1.Cl[C:9]1[CH2:10][C:11]([CH3:23])([CH3:22])[CH2:12][C:13]2[C:14]=1[S:15][CH2:16][CH:17]([C:19]([O-:21])=[O:20])[N:18]=2.[CH2:24](O)[CH3:25], predict the reaction product.